This data is from Forward reaction prediction with 1.9M reactions from USPTO patents (1976-2016). The task is: Predict the product of the given reaction. (1) Given the reactants [OH-].[Na+].Cl.[Cl:4][CH2:5][CH2:6][NH2:7].[I:8][C:9]1[CH:17]=[CH:16][C:12]([C:13](Cl)=[O:14])=[CH:11][CH:10]=1, predict the reaction product. The product is: [Cl:4][CH2:5][CH2:6][NH:7][C:13](=[O:14])[C:12]1[CH:16]=[CH:17][C:9]([I:8])=[CH:10][CH:11]=1. (2) Given the reactants [CH3:1][O:2][CH2:3][C@H:4]([CH3:27])[O:5][C:6]1[CH:7]=[C:8]([CH:13]=[C:14]([O:16][C:17]2[CH:22]=[CH:21][C:20]([S:23]([CH3:26])(=[O:25])=[O:24])=[CH:19][CH:18]=2)[CH:15]=1)[C:9]([O:11]C)=[O:10].[OH-].[Na+], predict the reaction product. The product is: [CH3:1][O:2][CH2:3][C@H:4]([CH3:27])[O:5][C:6]1[CH:7]=[C:8]([CH:13]=[C:14]([O:16][C:17]2[CH:22]=[CH:21][C:20]([S:23]([CH3:26])(=[O:24])=[O:25])=[CH:19][CH:18]=2)[CH:15]=1)[C:9]([OH:11])=[O:10]. (3) The product is: [F:1][C:2]1[CH:7]=[CH:6][CH:5]=[CH:4][C:3]=1[CH:8]=[CH:9][C:10]([NH:12][C@H:13]([C:23]([OH:25])=[O:24])[CH2:14][C:15]1[CH:16]=[CH:17][C:18]([O:21][CH3:22])=[CH:19][CH:20]=1)=[O:11]. Given the reactants [F:1][C:2]1[CH:7]=[CH:6][CH:5]=[CH:4][C:3]=1[CH:8]=[CH:9][C:10]([NH:12][C@H:13]([C:23]([O:25]C)=[O:24])[CH2:14][C:15]1[CH:20]=[CH:19][C:18]([O:21][CH3:22])=[CH:17][CH:16]=1)=[O:11].[OH-].[Na+], predict the reaction product. (4) Given the reactants [NH2:1][C:2]1[C:11]2[C:6](=[CH:7][CH:8]=[CH:9][C:10]=2[O:12][CH2:13][C@H:14]([NH2:16])[CH3:15])[N:5]=[C:4]([CH3:17])[C:3]=1[C:18]([O:20][CH2:21][CH3:22])=[O:19].[CH:23]1([C:29](O)=[O:30])[CH2:28][CH2:27][CH2:26][CH2:25][CH2:24]1, predict the reaction product. The product is: [NH2:1][C:2]1[C:11]2[C:6](=[CH:7][CH:8]=[CH:9][C:10]=2[O:12][CH2:13][C@H:14]([NH:16][C:29]([CH:23]2[CH2:28][CH2:27][CH2:26][CH2:25][CH2:24]2)=[O:30])[CH3:15])[N:5]=[C:4]([CH3:17])[C:3]=1[C:18]([O:20][CH2:21][CH3:22])=[O:19]. (5) Given the reactants [C:1]([NH:8][C@@H:9]([C:11]([OH:13])=[O:12])[CH3:10])([O:3][C:4]([CH3:7])([CH3:6])[CH3:5])=[O:2].[CH2:14](O)[CH3:15].C1(N=C=NC2CCCCC2)CCCCC1, predict the reaction product. The product is: [CH2:14]([O:12][C:11](=[O:13])[C@@H:9]([CH3:10])[NH:8][C:1]([O:3][C:4]([CH3:7])([CH3:5])[CH3:6])=[O:2])[CH3:15]. (6) Given the reactants [CH3:1][O:2][C:3]([C:5]1[CH:6]=[C:7]2[C:11](=[CH:12][CH:13]=1)[NH:10][CH:9]=[CH:8]2)=[O:4].[CH:14]1(Br)[CH2:18][CH2:17][CH2:16][CH2:15]1, predict the reaction product. The product is: [CH3:1][O:2][C:3]([C:5]1[CH:6]=[C:7]2[C:11](=[CH:12][CH:13]=1)[N:10]([CH:14]1[CH2:18][CH2:17][CH2:16][CH2:15]1)[CH:9]=[CH:8]2)=[O:4]. (7) Given the reactants C1C(=O)N(OC(ON2C(=O)CCC2=O)=O)[C:3](=[O:4])C1.[NH2:19][C:20]1[CH:25]=[CH:24][CH:23]=[CH:22][C:21]=1[NH:26][C:27]([NH:29][C:30]1[CH:35]=[CH:34][C:33]([CH3:36])=[CH:32][CH:31]=1)=[S:28], predict the reaction product. The product is: [C:33]1([CH3:36])[CH:32]=[CH:31][C:30]([NH:29][C:27]([N:26]2[C:21]3[CH:22]=[CH:23][CH:24]=[CH:25][C:20]=3[NH:19][C:3]2=[O:4])=[S:28])=[CH:35][CH:34]=1.